From a dataset of Drug-target binding data from BindingDB using IC50 measurements. Regression. Given a target protein amino acid sequence and a drug SMILES string, predict the binding affinity score between them. We predict pIC50 (pIC50 = -log10(IC50 in M); higher means more potent). Dataset: bindingdb_ic50. (1) The small molecule is CC(C)n1cnc(C(=O)Nc2csc(C34CO[C@@H](C)C[C@H]3CSC(N)=N4)n2)c1. The target protein sequence is MAQALPWLLLWMGAGVLPAHGTQHGIRLPLRSGLGGAPLGLRLPRETDEEPEEPGRRGSFVEMVDNLRGKSGQGYYVEMTVGSPPQTLNILVDTGSSNFAVGAAPHPFLHRYYQRQLSSTYRDLRKGVYVPYTQGKWEGELGTDLLCGAGFPLNQSEVLASVGGSMIIGGIDHSLYTGSLWYTPIRREWYYEVIIVRVEINGQDLKMDCKEYNYDKSIVDSGTTNLRLPKKVFEAAVKSIKAASSTEKFPDGFWLGEQLVCWQAGTTPWNIFPVISLYLMGEVTNQSFRITILPQQYLRPVEDVATSQDDCYKFAISQSSTGTVMGAVIMEGFYVVFDRARKRIGFAVSACHVHDEFRTAAVEGPFVTLDMEDCGYNIPQTDESTLMTIAYVMAAICALFMLPLCLMVCQWCCLRCLRQQHDDFADDISLLK. The pIC50 is 5.7. (2) The drug is O=C(O[C@@H]1Cc2c(O)cc(O)cc2O[C@H]1c1cc(O)c(O)c(O)c1)c1cc(O)c(O)c(O)c1. The target protein (P11412) has sequence MSEGPVKFEKNTVISVFGASGDLAKKKTFPALFGLFREGYLDPSTKIFGYARSKLSMEEDLKSRVLPHLKKPHGEADDSKVEQFFKMVSYISGNYDTDEGFDELRTQIEKFEKSANVDVPHRLFYLALPPSVFLTVAKQIKSRVYAENGITRVIVEKPFGHDLASARELQKNLGPLFKEEELYRIDHYLGKELVKNLLVLRFGNQFLNASWNRDNIQSVQISFKERFGTEGRGGYFDSIGIIRDVMQNHLLQIMTLLTMERPVSFDPESIRDEKVKVLKAVAPIDTDDVLLGQYGKSEDGSKPAYVDDDTVDKDSKCVTFAAMTFNIENERWEGVPIMMRAGKALNESKVEIRLQYKAVASGVFKDIPNNELVIRVQPDAAVYLKFNAKTPGLSNATQVTDLNLTYASRYQDFWIPEAYEVLIRDALLGDHSNFVRDDELDISWGIFTPLLKHIERPDGPTPEIYPYGSRGPKGLKEYMQKHKYVMPEKHPYAWPVTKPE.... The pIC50 is 6.6. (3) The small molecule is Cc1c(C=CCCC(=O)NCCC#N)c(O)c2ccccc2c1O. The target protein (O15770) has sequence MVYDLIVIGGGSGGMAAARRAARHNAKVALVEKSRLGGTCVNVGCVPKKIMFNAASVHDILENSRHYGFDTKFSFNLPLLVERRDKYIQRLNNIYRQNLSKDKVDLYEGTASFLSENRILIKGTKDNNNKDNGPLNEEILEGRNILIAVGNKPVFPPVKGIENTISSDEFFNIKESKKIGIVGSGYIAVELINVIKRLGIDSYIFARGNRILRKFDESVINVLENDMKKNNINIVTFADVVEIKKVSDKNLSIHLSDGRIYEHFDHVIYCVGRSPDTENLNLEKLNVETNNNYIVVDENQRTSVNNIYAVGDCCMVKKSKEIEDLNLLKLYNEETYLNKKENVTEDIFYNVQLTPVAINAGRLLADRLFLKKTRKTNYKLIPTVIFSHPPIGTIGLSEEAAIQIYGKENVKIYESKFTNLFFSVYDIEPELKEKTYLKLVCVGKDELIKGLHIIGLNADEIVQGFAVALKMNATKKDFDETIPIHPTAAEEFLTLQPWMK.... The pIC50 is 4.2. (4) The small molecule is Cc1ncc(-c2ccnc(Nc3ccc(S(C)(=O)=O)cc3)n2)n1C(C)C. The target protein (P14635) has sequence MALRVTRNSKINAENKAKINMAGAKRVPTAPAATSKPGLRPRTALGDIGNKVSEQLQAKMPMKKEAKPSATGKVIDKKLPKPLEKVPMLVPVPVSEPVPEPEPEPEPEPVKEEKLSPEPILVDTASPSPMETSGCAPAEEDLCQAFSDVILAVNDVDAEDGADPNLCSEYVKDIYAYLRQLEEEQAVRPKYLLGREVTGNMRAILIDWLVQVQMKFRLLQETMYMTVSIIDRFMQNNCVPKKMLQLVGVTAMFIASKYEEMYPPEIGDFAFVTDNTYTKHQIRQMEMKILRALNFGLGRPLPLHFLRRASKIGEVDVEQHTLAKYLMELTMLDYDMVHFPPSQIAAGAFCLALKILDNGEWTPTLQHYLSYTEESLLPVMQHLAKNVVMVNQGLTKHMTVKNKYATSKHAKISTLPQLNSALVQDLAKAVAKV. The pIC50 is 7.8. (5) The drug is NS(=O)(=O)c1ccc(/C=C2/C(=O)Nc3cc(Cl)ccc32)cc1. The target protein (O97554) has sequence MSRSSPSLRLPVLLLLLLLLLLPPPPPVLPADPGAPAPVNPCCYFPCQHQGVCVRVALDRYQCDCTRTGYSGPNCTVPDLWTWLRSSLRPSPTFVHYLLTHVRWFWEFVNATFIRDTLMRLVLTVRSNLIPSPPTYNLDYDYISWEAFSNVSYYTRVLPSVPKDCPTPMGTKGKKQLPDAQVLAHRFLLRRTFIPDPQGTNLMFAFFAQHFTHQFFKTSGKMGPGFTKALGHGVDLGHIYGDSLERQYHLRLFKDGKLKYQVLDGEVYPPSVEEAPVLMHYPRGVPPRSQMAVGQEVFGLLPGLMLYATLWLREHNRVCDLLKAEHPTWDDEQLFQTTRLILIGETIKIVIEEYVQQLSGYFLQLKFDPEMLFSVQFQYRNRIAMEFNHLYHWHPLMPDSFQVGSQEYSYEQFLFNTSMLVDYGVEALVDAFSRQSAGRIGGGRNIDHHVLHVAVEVIKESREMRLQPFNEYRKRFGLKPYASFQELTGETEMAAELEEL.... The pIC50 is 4.3.